Predict the product of the given reaction. From a dataset of Forward reaction prediction with 1.9M reactions from USPTO patents (1976-2016). Given the reactants [Cl:1][C:2]1[C:3]([NH:12][C@H:13]2[CH2:17][CH2:16][CH2:15][C@@H:14]2[NH:18]C(=O)OC(C)(C)C)=[N:4][CH:5]=[C:6]([C:8]([F:11])([F:10])[F:9])[CH:7]=1.Cl, predict the reaction product. The product is: [ClH:1].[Cl:1][C:2]1[C:3]([NH:12][C@H:13]2[CH2:17][CH2:16][CH2:15][C@@H:14]2[NH2:18])=[N:4][CH:5]=[C:6]([C:8]([F:11])([F:9])[F:10])[CH:7]=1.